Dataset: Full USPTO retrosynthesis dataset with 1.9M reactions from patents (1976-2016). Task: Predict the reactants needed to synthesize the given product. (1) Given the product [CH3:1][O:2][C:3]1[CH:4]=[CH:5][C:6]([CH2:7][N:8]2[C:12]([NH:13][CH3:16])=[N:11][N:10]=[N:9]2)=[CH:14][CH:15]=1, predict the reactants needed to synthesize it. The reactants are: [CH3:1][O:2][C:3]1[CH:15]=[CH:14][C:6]([CH2:7][N:8]2[C:12]([NH2:13])=[N:11][N:10]=[N:9]2)=[CH:5][CH:4]=1.[CH2:16]=O.C[O-].[Na+].[BH4-].[Na+]. (2) Given the product [C:1]([C:3]1[CH:4]=[C:5]([C:9]2[CH:10]=[C:11]([CH:16]=[C:17]([CH2:19][NH2:20])[CH:18]=2)[C:12]([O:14][CH3:15])=[O:13])[CH:6]=[CH:7][CH:8]=1)#[N:2], predict the reactants needed to synthesize it. The reactants are: [C:1]([C:3]1[CH:4]=[C:5]([C:9]2[CH:10]=[C:11]([CH:16]=[C:17]([CH2:19][N:20]=[N+]=[N-])[CH:18]=2)[C:12]([O:14][CH3:15])=[O:13])[CH:6]=[CH:7][CH:8]=1)#[N:2].[H][H]. (3) Given the product [Br:25][CH2:1][C:2]1[CH:14]=[CH:13][CH:12]=[C:11]([N+:15]([O-:17])=[O:16])[C:3]=1[C:4]([O:6][C:7]([CH3:10])([CH3:8])[CH3:9])=[O:5], predict the reactants needed to synthesize it. The reactants are: [CH3:1][C:2]1[CH:14]=[CH:13][CH:12]=[C:11]([N+:15]([O-:17])=[O:16])[C:3]=1[C:4]([O:6][C:7]([CH3:10])([CH3:9])[CH3:8])=[O:5].C1C(=O)N([Br:25])C(=O)C1.C(OOC(=O)C1C=CC=CC=1)(=O)C1C=CC=CC=1. (4) Given the product [Cl:14][C:15]1[N:16]=[C:17]([NH:11][C:10]2[CH:12]=[CH:13][C:7]([N:4]3[CH2:3][CH2:2][O:1][CH2:6][CH2:5]3)=[CH:8][CH:9]=2)[CH:18]=[N:19][CH:20]=1, predict the reactants needed to synthesize it. The reactants are: [O:1]1[CH2:6][CH2:5][N:4]([C:7]2[CH:13]=[CH:12][C:10]([NH2:11])=[CH:9][CH:8]=2)[CH2:3][CH2:2]1.[Cl:14][C:15]1[CH:20]=[N:19][CH:18]=[C:17](Cl)[N:16]=1.